From a dataset of Forward reaction prediction with 1.9M reactions from USPTO patents (1976-2016). Predict the product of the given reaction. (1) Given the reactants CO[C:3](=O)[C@@H:4]1[CH2:8][C:7](=[CH:9][CH2:10][CH3:11])[CH2:6][N:5]1[C:12](OCC1C=CC=CC=1)=O.C[O:24][C:25](=O)[C@@H:26]1CC(=C)CN1C(OCC1C=CC=CC=1)=O, predict the reaction product. The product is: [CH2:9]([C@@H:7]1[CH2:6][N:5]2[C@H:4]([CH2:3][C:25](=[O:24])[CH2:26][CH2:12]2)[CH2:8]1)[CH2:10][CH3:11]. (2) Given the reactants [C:1]([CH2:5][C:6](Cl)=[O:7])([CH3:4])([CH3:3])[CH3:2].[CH3:9][C:10]1[N:15]=[C:14]([C:16]2[N:17]=[C:18]3[N:23]=[C:22]([NH2:24])[CH:21]=[CH:20][N:19]3[C:25]=2[C:26]2[CH:31]=[CH:30][N:29]=[C:28]([S:32][CH3:33])[N:27]=2)[CH:13]=[CH:12][CH:11]=1, predict the reaction product. The product is: [CH3:2][C:1]([CH3:4])([CH3:3])[CH2:5][C:6]([NH:24][C:22]1[CH:21]=[CH:20][N:19]2[C:25]([C:26]3[CH:31]=[CH:30][N:29]=[C:28]([S:32][CH3:33])[N:27]=3)=[C:16]([C:14]3[CH:13]=[CH:12][CH:11]=[C:10]([CH3:9])[N:15]=3)[N:17]=[C:18]2[N:23]=1)=[O:7]. (3) Given the reactants [CH2:1]([O:8][C:9]1[C:10]([C:23]([O:25][CH2:26][CH3:27])=[O:24])=[C:11]([CH:21]=C)[N:12]2[CH:17]([CH3:18])[CH2:16][N:15]([CH3:19])[C:14](=[O:20])[C:13]=12)[C:2]1[CH:7]=[CH:6][CH:5]=[CH:4][CH:3]=1.I([O-])(=O)(=O)=[O:29].[Na+].S([O-])([O-])=O.[Na+].[Na+], predict the reaction product. The product is: [CH2:1]([O:8][C:9]1[C:10]([C:23]([O:25][CH2:26][CH3:27])=[O:24])=[C:11]([CH:21]=[O:29])[N:12]2[CH:17]([CH3:18])[CH2:16][N:15]([CH3:19])[C:14](=[O:20])[C:13]=12)[C:2]1[CH:7]=[CH:6][CH:5]=[CH:4][CH:3]=1. (4) Given the reactants [C:1]1([C:8]2[CH:13]=[CH:12][CH:11]=[CH:10][CH:9]=2)[C:2]([NH2:7])=[CH:3][CH:4]=[CH:5][CH:6]=1.[Cl:14][C:15]1[CH:16]=[C:17]([S:21](Cl)(=[O:23])=[O:22])[CH:18]=[CH:19][CH:20]=1.Br[CH2:26][C:27](OCC)=[O:28], predict the reaction product. The product is: [Cl:14][C:15]1[CH:16]=[C:17]([S:21]([N:7]2[CH2:26][C:27](=[O:28])[C:13]3[CH:12]=[CH:11][CH:10]=[CH:9][C:8]=3[C:1]3[CH:6]=[CH:5][CH:4]=[CH:3][C:2]2=3)(=[O:23])=[O:22])[CH:18]=[CH:19][CH:20]=1. (5) Given the reactants C[Li].[Si:3]([O:10][CH2:11][C:12](=[O:26])[CH2:13][O:14][C:15]1[CH:20]=[CH:19][C:18]([C:21]([F:24])([F:23])[F:22])=[CH:17][C:16]=1I)([C:6]([CH3:9])([CH3:8])[CH3:7])([CH3:5])[CH3:4].[Cl-].[NH4+], predict the reaction product. The product is: [Si:3]([O:10][CH2:11][C:12]1([OH:26])[C:16]2[CH:17]=[C:18]([C:21]([F:24])([F:23])[F:22])[CH:19]=[CH:20][C:15]=2[O:14][CH2:13]1)([C:6]([CH3:9])([CH3:8])[CH3:7])([CH3:5])[CH3:4].